Dataset: Reaction yield outcomes from USPTO patents with 853,638 reactions. Task: Predict the reaction yield, written as a fraction of the theoretical maximum amount of product (1.0 means a 100% yield; for example, 0.34 means a 34% yield). (1) The reactants are [NH2:1][C:2]1[CH:7]=[CH:6][CH:5]=[CH:4][C:3]=1[CH:8]1[N:13]2[N:14]=[C:15]([C:19]3[CH:24]=[CH:23][C:22]([OH:25])=[CH:21][CH:20]=3)[C:16]([C:17]#[N:18])=[C:12]2[NH:11][CH2:10][CH2:9]1.Br[CH2:27][C:28]1[CH:33]=[CH:32][CH:31]=[CH:30][CH:29]=1.C([O-])([O-])=O.[K+].[K+]. The catalyst is CC(C)=O. The product is [NH2:1][C:2]1[CH:7]=[CH:6][CH:5]=[CH:4][C:3]=1[CH:8]1[N:13]2[N:14]=[C:15]([C:19]3[CH:20]=[CH:21][C:22]([O:25][CH2:27][C:28]4[CH:33]=[CH:32][CH:31]=[CH:30][CH:29]=4)=[CH:23][CH:24]=3)[C:16]([C:17]#[N:18])=[C:12]2[NH:11][CH2:10][CH2:9]1. The yield is 0.950. (2) The catalyst is CN(C=O)C. The product is [CH2:20]([N:19]([CH2:13][CH2:14][CH2:15][CH2:16][CH2:17][CH3:18])[C:10](=[O:12])[CH2:9][C:4]1[CH:5]=[CH:6][C:7]([OH:8])=[C:2]([F:1])[CH:3]=1)[C:21]1[CH:26]=[CH:25][CH:24]=[CH:23][CH:22]=1. The reactants are [F:1][C:2]1[CH:3]=[C:4]([CH2:9][C:10]([OH:12])=O)[CH:5]=[CH:6][C:7]=1[OH:8].[CH2:13]([NH:19][CH2:20][C:21]1[CH:26]=[CH:25][CH:24]=[CH:23][CH:22]=1)[CH2:14][CH2:15][CH2:16][CH2:17][CH3:18].CN(C(ON1N=NC2C=CC=CC1=2)=[N+](C)C)C.[B-](F)(F)(F)F.CCN(C(C)C)C(C)C. The yield is 0.770.